This data is from Reaction yield outcomes from USPTO patents with 853,638 reactions. The task is: Predict the reaction yield, written as a fraction of the theoretical maximum amount of product (1.0 means a 100% yield; for example, 0.34 means a 34% yield). (1) The reactants are [CH3:1][O:2][C:3]1[CH:4]=[C:5]2[C:10](=[CH:11][C:12]=1[O:13][CH3:14])[N:9]=[CH:8][CH:7]=[C:6]2[S:15][C:16]1[S:20][C:19]([NH2:21])=[CH:18][CH:17]=1.N1C=CC=CC=1.Cl[C:29]([O:31][C:32]1[CH:37]=[CH:36][CH:35]=[CH:34][CH:33]=1)=[O:30].C(OCC)(=O)C. The catalyst is O1CCCC1.CN(C)C=O.O. The product is [C:32]1([O:31][C:29](=[O:30])[NH:21][C:19]2[S:20][C:16]([S:15][C:6]3[C:5]4[C:10](=[CH:11][C:12]([O:13][CH3:14])=[C:3]([O:2][CH3:1])[CH:4]=4)[N:9]=[CH:8][CH:7]=3)=[CH:17][CH:18]=2)[CH:37]=[CH:36][CH:35]=[CH:34][CH:33]=1. The yield is 0.820. (2) The reactants are C([N:8]1[CH2:14][CH2:13][C:12](=[O:15])[N:11]2[CH2:16][C@H:17]([O:19]CC3C=CC=CC=3)[CH2:18][C@@H:10]2[CH2:9]1)C1C=CC=CC=1.[C:35](O[C:35]([O:37][C:38]([CH3:41])([CH3:40])[CH3:39])=[O:36])([O:37][C:38]([CH3:41])([CH3:40])[CH3:39])=[O:36]. The catalyst is C(O)C.[OH-].[OH-].[Pd+2]. The product is [OH:19][C@H:17]1[CH2:16][N:11]2[C:12](=[O:15])[CH2:13][CH2:14][N:8]([C:35]([O:37][C:38]([CH3:39])([CH3:40])[CH3:41])=[O:36])[CH2:9][C@H:10]2[CH2:18]1. The yield is 0.650.